Dataset: Full USPTO retrosynthesis dataset with 1.9M reactions from patents (1976-2016). Task: Predict the reactants needed to synthesize the given product. (1) Given the product [Cl:15][C:7]1[CH:8]=[C:9]2[C:4](=[CH:5][CH:6]=1)[N:3]=[C:2]([NH:29][CH:28]([C:27](=[O:31])[NH:26][C:17]1[CH:18]=[CH:19][C:20]3[C:25](=[CH:24][CH:23]=[CH:22][CH:21]=3)[CH:16]=1)[CH3:30])[C:11]([C:12]([OH:14])=[O:13])=[CH:10]2, predict the reactants needed to synthesize it. The reactants are: Cl[C:2]1[C:11]([C:12]([OH:14])=[O:13])=[CH:10][C:9]2[C:4](=[CH:5][CH:6]=[C:7]([Cl:15])[CH:8]=2)[N:3]=1.[CH:16]1[C:25]2[C:20](=[CH:21][CH:22]=[CH:23][CH:24]=2)[CH:19]=[CH:18][C:17]=1[NH:26][C:27](=[O:31])[CH:28]([CH3:30])[NH2:29].C(N(CC)CC)C. (2) Given the product [ClH:1].[ClH:1].[Cl:1][C:2]1[C:7]([Cl:8])=[CH:6][CH:5]=[CH:4][C:3]=1[N:9]1[CH2:10][CH2:11][N:12]([CH2:15][CH2:16][CH2:17][NH2:18])[CH2:13][CH2:14]1, predict the reactants needed to synthesize it. The reactants are: [Cl:1][C:2]1[C:7]([Cl:8])=[CH:6][CH:5]=[CH:4][C:3]=1[N:9]1[CH2:14][CH2:13][N:12]([CH2:15][CH2:16][CH2:17][N:18]2C(=O)C3C(=CC=CC=3)C2=O)[CH2:11][CH2:10]1.O.NN. (3) The reactants are: Cl[CH2:2][CH2:3][CH2:4][C:5]([NH:7][CH:8]([C:12]1[CH:17]=[CH:16][CH:15]=[CH:14][CH:13]=1)[C:9]([OH:11])=[O:10])=[O:6].CC(C)([O-])C.[K+].Cl. Given the product [O:6]=[C:5]1[CH2:4][CH2:3][CH2:2][N:7]1[CH:8]([C:12]1[CH:17]=[CH:16][CH:15]=[CH:14][CH:13]=1)[C:9]([OH:11])=[O:10], predict the reactants needed to synthesize it. (4) Given the product [CH3:1][C:2]1[CH:32]=[CH:31][C:5]([C:6]([NH:8][C:9]2[CH:10]=[CH:11][C:12]([CH2:13][N:14]3[C:22]4[C:17](=[CH:18][CH:19]=[CH:20][CH:21]=4)[C:16]([CH2:23][C:24]([OH:26])=[O:25])=[N:15]3)=[CH:29][CH:30]=2)=[O:7])=[CH:4][N:3]=1, predict the reactants needed to synthesize it. The reactants are: [CH3:1][C:2]1[CH:32]=[CH:31][C:5]([C:6]([NH:8][C:9]2[CH:30]=[CH:29][C:12]([CH2:13][N:14]3[C:22]4[C:17](=[CH:18][CH:19]=[CH:20][CH:21]=4)[C:16]([CH2:23][C:24]([O:26]CC)=[O:25])=[N:15]3)=[CH:11][CH:10]=2)=[O:7])=[CH:4][N:3]=1.O.[OH-].[Li+].O.Cl. (5) Given the product [Br:15][C:16]1[CH:17]=[C:18]([C:11]#[C:10][C:7]2[CH:8]=[CH:9][C:4]([O:3][CH:2]([F:14])[F:1])=[C:5]([CH2:12][CH3:13])[CH:6]=2)[CH:19]=[CH:20][C:21]=1[F:22], predict the reactants needed to synthesize it. The reactants are: [F:1][CH:2]([F:14])[O:3][C:4]1[CH:9]=[CH:8][C:7]([C:10]#[CH:11])=[CH:6][C:5]=1[CH2:12][CH3:13].[Br:15][C:16]1[CH:17]=[C:18](I)[CH:19]=[CH:20][C:21]=1[F:22]. (6) Given the product [Cl:37][C:38]1[C:39]2[C:46]([F:47])=[CH:45][N:44]([C@H:9]3[C@H:4]4[C@H:5]([O:6][C:2]([CH3:1])([CH3:26])[O:3]4)[C@H:7]([C:20]4[CH:25]=[CH:24][CH:23]=[CH:22][CH:21]=4)[O:8]3)[C:40]=2[N:41]=[CH:42][N:43]=1, predict the reactants needed to synthesize it. The reactants are: [CH3:1][C:2]1([CH3:26])[O:6][C@@H:5]2[C@H:7]([C:20]3[CH:25]=[CH:24][CH:23]=[CH:22][CH:21]=3)[O:8][C@@H:9](N3C4N=CN=C(C)C=4C=C3)[C@@H:4]2[O:3]1.CC1C2C=CNC=2N=CN=1.[Cl:37][C:38]1[C:39]2[C:46]([F:47])=[CH:45][NH:44][C:40]=2[N:41]=[CH:42][N:43]=1. (7) Given the product [CH3:29][O:28][C:27]1[C:2]([O:1][CH2:38][CH2:39][CH2:40][N:41]2[CH2:46][CH2:45][O:44][CH2:43][CH2:42]2)=[CH:3][C:4]2[CH2:13][CH:12]([C:14]([CH3:18])([CH3:19])[CH2:15][O:16][CH3:17])[N:11]3[C:6](=[CH:7][C:8](=[O:25])[C:9]([C:20]([O:22][CH2:23][CH3:24])=[O:21])=[CH:10]3)[C:5]=2[CH:26]=1, predict the reactants needed to synthesize it. The reactants are: [OH:1][C:2]1[C:27]([O:28][CH3:29])=[CH:26][C:5]2[C:6]3[N:11]([CH:12]([C:14]([CH3:19])([CH3:18])[CH2:15][O:16][CH3:17])[CH2:13][C:4]=2[CH:3]=1)[CH:10]=[C:9]([C:20]([O:22][CH2:23][CH3:24])=[O:21])[C:8](=[O:25])[CH:7]=3.C(=O)([O-])[O-].[K+].[K+].Cl.Cl[CH2:38][CH2:39][CH2:40][N:41]1[CH2:46][CH2:45][O:44][CH2:43][CH2:42]1.O.